This data is from Forward reaction prediction with 1.9M reactions from USPTO patents (1976-2016). The task is: Predict the product of the given reaction. (1) Given the reactants Cl[C:2]1[CH:7]=[CH:6][CH:5]=[CH:4][C:3]=1[CH3:8].[C:9]1([NH:15][C:16]2[CH:21]=[CH:20][CH:19]=[CH:18][CH:17]=2)[CH:14]=[CH:13][CH:12]=[CH:11][CH:10]=1, predict the reaction product. The product is: [C:3]1([CH3:8])[CH:4]=[CH:5][CH:6]=[CH:7][C:2]=1[N:15]([C:16]1[CH:17]=[CH:18][CH:19]=[CH:20][CH:21]=1)[C:9]1[CH:14]=[CH:13][CH:12]=[CH:11][CH:10]=1. (2) The product is: [Br:1][C:2]1[CH:3]=[C:4]([C:10]([F:13])([F:11])[F:12])[C:5]([O:8][CH2:9][CH3:15])=[N:6][CH:7]=1. Given the reactants [Br:1][C:2]1[CH:3]=[C:4]([C:10]([F:13])([F:12])[F:11])[C:5]([O:8][CH3:9])=[N:6][CH:7]=1.[Na].[CH3:15][O-].[Na+], predict the reaction product. (3) Given the reactants [NH2:1][C:2]1[CH:3]=[C:4]([C:9]([C:11]2[CH:20]=[CH:19][CH:18]=[CH:17][C:12]=2[C:13]([O:15][CH3:16])=[O:14])=[O:10])[CH:5]=[CH:6][C:7]=1[NH2:8].[C:21](O[C:21]([O:23][C:24]([CH3:27])([CH3:26])[CH3:25])=[O:22])([O:23][C:24]([CH3:27])([CH3:26])[CH3:25])=[O:22], predict the reaction product. The product is: [NH2:8][C:7]1[CH:6]=[CH:5][C:4]([C:9]([C:11]2[CH:20]=[CH:19][CH:18]=[CH:17][C:12]=2[C:13]([O:15][CH3:16])=[O:14])=[O:10])=[CH:3][C:2]=1[NH:1][C:21]([O:23][C:24]([CH3:27])([CH3:26])[CH3:25])=[O:22]. (4) Given the reactants FC(F)(F)S(O[C:7]1[C:8]([CH3:13])=[N:9][CH:10]=[CH:11][CH:12]=1)(=O)=O.[CH3:16][Si:17]([C:20]#[CH:21])([CH3:19])[CH3:18].C(N(CC)CC)C, predict the reaction product. The product is: [CH3:13][C:8]1[C:7]([C:21]#[C:20][Si:17]([CH3:19])([CH3:18])[CH3:16])=[CH:12][CH:11]=[CH:10][N:9]=1. (5) Given the reactants [C:1]1([C:7]2[C:16]3[C:11](=[CH:12][CH:13]=[CH:14][CH:15]=3)[N:10]=[C:9]([NH:17][CH:18]3[CH2:23][CH2:22][NH:21][CH2:20][CH2:19]3)[N:8]=2)[CH:6]=[CH:5][CH:4]=[CH:3][CH:2]=1.[CH:24]1([C:30](O)=[O:31])[CH2:29][CH2:28][CH2:27][CH2:26][CH2:25]1.C(N(CC)CC)C.F[P-](F)(F)(F)(F)F.N1(OOC(N(C)C)=[N+](C)C)C2N=CC=CC=2N=N1.[Cl-].[Li+], predict the reaction product. The product is: [CH:24]1([C:30]([N:21]2[CH2:22][CH2:23][CH:18]([NH:17][C:9]3[N:8]=[C:7]([C:1]4[CH:6]=[CH:5][CH:4]=[CH:3][CH:2]=4)[C:16]4[C:11](=[CH:12][CH:13]=[CH:14][CH:15]=4)[N:10]=3)[CH2:19][CH2:20]2)=[O:31])[CH2:29][CH2:28][CH2:27][CH2:26][CH2:25]1.